From a dataset of Full USPTO retrosynthesis dataset with 1.9M reactions from patents (1976-2016). Predict the reactants needed to synthesize the given product. Given the product [S:37](=[O:39])(=[O:38])([O:35][CH2:34][C@@H:10]1[CH2:11][C@@H:12]([O:14][C:15]2[CH:20]=[CH:19][N:18]=[C:17]([NH:21][C@@H:22]3[C:30]4[C:25](=[CH:26][C:27]([Cl:31])=[CH:28][CH:29]=4)[C:24]([CH3:33])([CH3:32])[CH2:23]3)[CH:16]=2)[CH2:13][C@@H:9]1[O:8][Si:1]([C:4]([CH3:7])([CH3:6])[CH3:5])([CH3:3])[CH3:2])[NH2:40], predict the reactants needed to synthesize it. The reactants are: [Si:1]([O:8][C@H:9]1[CH2:13][C@H:12]([O:14][C:15]2[CH:20]=[CH:19][N:18]=[C:17]([NH:21][C@@H:22]3[C:30]4[C:25](=[CH:26][C:27]([Cl:31])=[CH:28][CH:29]=4)[C:24]([CH3:33])([CH3:32])[CH2:23]3)[CH:16]=2)[CH2:11][C@H:10]1[CH2:34][OH:35])([C:4]([CH3:7])([CH3:6])[CH3:5])([CH3:3])[CH3:2].Cl[S:37]([NH2:40])(=[O:39])=[O:38].CCOC(C)=O.CCN(CC)CC.